This data is from Reaction yield outcomes from USPTO patents with 853,638 reactions. The task is: Predict the reaction yield, written as a fraction of the theoretical maximum amount of product (1.0 means a 100% yield; for example, 0.34 means a 34% yield). (1) The catalyst is CCO. The yield is 0.890. The reactants are Cl[CH:2]([C:8](=O)[C:9]1[CH:14]=[CH:13][CH:12]=[CH:11][CH:10]=1)[C:3]([O:5][CH2:6][CH3:7])=[O:4].[NH2:16][C:17]([NH2:19])=[S:18].CCOC(C)=O. The product is [NH2:19][C:17]1[S:18][C:2]([C:3]([O:5][CH2:6][CH3:7])=[O:4])=[C:8]([C:9]2[CH:14]=[CH:13][CH:12]=[CH:11][CH:10]=2)[N:16]=1. (2) The product is [F:1][C:2]([F:13])([F:14])[C:3]([C:9]([F:10])([F:11])[F:12])([OH:8])[CH2:4][CH2:5][CH2:6][O:7][CH:21]=[CH2:22]. The reactants are [F:1][C:2]([F:14])([F:13])[C:3]([C:9]([F:12])([F:11])[F:10])([OH:8])[CH2:4][CH2:5][CH2:6][OH:7].C(=O)([O-])[O-].[Na+].[Na+].[C:21](OC=C)(=O)[CH3:22].C. The catalyst is [Ir+].ClC1CCC=CCCC=1.C(OCC)C.C1(C)C=CC=CC=1. The yield is 0.250.